From a dataset of Reaction yield outcomes from USPTO patents with 853,638 reactions. Predict the reaction yield, written as a fraction of the theoretical maximum amount of product (1.0 means a 100% yield; for example, 0.34 means a 34% yield). (1) The reactants are [C:1]([C:5]1[N:10]=[C:9]([C:11](O)=[O:12])[CH:8]=[C:7]([C:14]2[N:15]([CH2:27][CH:28]3[CH2:33][CH2:32][CH2:31][CH2:30][CH2:29]3)[C:16]([CH3:26])=[C:17]([C:19](=[O:25])[NH:20][CH:21]3[CH2:24][O:23][CH2:22]3)[CH:18]=2)[CH:6]=1)([CH3:4])([CH3:3])[CH3:2].[C:34]([NH2:38])([CH3:37])([CH3:36])[CH3:35].CN(C(ON1N=NC2C=CC=NC1=2)=[N+](C)C)C.F[P-](F)(F)(F)(F)F.CCN(C(C)C)C(C)C. The catalyst is CN(C=O)C. The product is [C:34]([NH:38][C:11](=[O:12])[C:9]1[CH:8]=[C:7]([C:14]2[N:15]([CH2:27][CH:28]3[CH2:29][CH2:30][CH2:31][CH2:32][CH2:33]3)[C:16]([CH3:26])=[C:17]([C:19](=[O:25])[NH:20][CH:21]3[CH2:24][O:23][CH2:22]3)[CH:18]=2)[CH:6]=[C:5]([C:1]([CH3:3])([CH3:4])[CH3:2])[N:10]=1)([CH3:37])([CH3:36])[CH3:35]. The yield is 0.300. (2) The reactants are [Cl:1][C:2]1[CH:3]=[C:4]([N+:13]([O-:15])=[O:14])[C:5]([CH3:12])=[C:6]([CH:11]=1)[C:7]([O:9][CH3:10])=[O:8].C1C(=O)N([Br:23])C(=O)C1.O. The catalyst is C(Cl)(Cl)(Cl)Cl. The product is [Br:23][CH2:12][C:5]1[C:4]([N+:13]([O-:15])=[O:14])=[CH:3][C:2]([Cl:1])=[CH:11][C:6]=1[C:7]([O:9][CH3:10])=[O:8]. The yield is 0.870. (3) The reactants are [C:1]1([N:7]2[C:11]([NH2:12])=[CH:10][CH:9]=[N:8]2)[CH:6]=[CH:5][CH:4]=[CH:3][CH:2]=1.Cl.[N:14](OC(C)(C)C)=[O:15]. The catalyst is CCO. The product is [N:14]([C:10]1[CH:9]=[N:8][N:7]([C:1]2[CH:6]=[CH:5][CH:4]=[CH:3][CH:2]=2)[C:11]=1[NH2:12])=[O:15]. The yield is 0.600. (4) The reactants are [CH2:1]([N:8]1[C@@H:13]([CH3:14])[CH2:12][O:11][CH2:10][C:9]1=[O:15])[C:2]1[CH:7]=[CH:6][CH:5]=[CH:4][CH:3]=1.[Li+].CC([N-]C(C)C)C.[F:24][C:25]1[CH:32]=[CH:31][C:28]([CH2:29]Br)=[CH:27][CH:26]=1. The catalyst is C1COCC1. The product is [CH2:1]([N:8]1[CH:13]([CH3:14])[CH2:12][O:11][C@@H:10]([CH2:29][C:28]2[CH:31]=[CH:32][C:25]([F:24])=[CH:26][CH:27]=2)[C:9]1=[O:15])[C:2]1[CH:3]=[CH:4][CH:5]=[CH:6][CH:7]=1. The yield is 1.00. (5) The reactants are [S:1]1[C:5]2[CH:6]=[CH:7][CH:8]=[CH:9][C:4]=2[N:3]=[C:2]1[N:10]1[C:14](=[O:15])[C:13](=[CH:16][N:17](C)C)[C:12]([C:20]2[CH:25]=[CH:24][CH:23]=[C:22]([F:26])[CH:21]=2)=[N:11]1. The catalyst is N.CO. The product is [NH2:17][CH:16]=[C:13]1[C:12]([C:20]2[CH:25]=[CH:24][CH:23]=[C:22]([F:26])[CH:21]=2)=[N:11][N:10]([C:2]2[S:1][C:5]3[CH:6]=[CH:7][CH:8]=[CH:9][C:4]=3[N:3]=2)[C:14]1=[O:15]. The yield is 0.900. (6) The product is [F:1][C:2]([F:15])([F:14])[S:3]([O:6][C:23]1[CH:24]=[C:25]2[C:20]([CH:19]=[CH:18][CH:17]=[N:16]2)=[CH:21][CH:22]=1)(=[O:5])=[O:4]. The yield is 0.867. The catalyst is ClCCl. The reactants are [F:1][C:2]([F:15])([F:14])[S:3]([O:6]S(C(F)(F)F)(=O)=O)(=[O:5])=[O:4].[N:16]1[C:25]2[C:20](=[CH:21][CH:22]=[C:23](O)[CH:24]=2)[CH:19]=[CH:18][CH:17]=1.N1C=CC=CC=1. (7) The reactants are N1C=CC=CC=1.C(N(CC)CC)C.[CH3:14][O:15][C:16](=[O:35])[C@H:17]([CH2:25][C:26]1[CH:31]=[C:30]([Cl:32])[C:29]([OH:33])=[C:28]([Cl:34])[CH:27]=1)[NH:18][C:19](=[O:24])[C:20]([F:23])([F:22])[F:21].[C:36]1(B(O)O)[C:45]2[C:40](=[CH:41][CH:42]=[CH:43][CH:44]=2)[CH:39]=[CH:38][CH:37]=1.C([O-])(=O)C. The catalyst is ClCCCl.C(OCC)(=O)C. The product is [CH3:14][O:15][C:16](=[O:35])[C@H:17]([CH2:25][C:26]1[CH:27]=[C:28]([Cl:34])[C:29]([O:33][C:44]2[C:45]3[C:40](=[CH:39][CH:38]=[CH:37][CH:36]=3)[CH:41]=[CH:42][CH:43]=2)=[C:30]([Cl:32])[CH:31]=1)[NH:18][C:19](=[O:24])[C:20]([F:23])([F:21])[F:22]. The yield is 0.220. (8) The reactants are CN(C)/C=[CH:4]/[C:5]1[CH:10]=[CH:9][C:8]([C:11]([F:17])([F:16])[C:12]([F:15])([F:14])[F:13])=[CH:7][C:6]=1[N+:18]([O-:20])=[O:19].C1C[O:25]CC1. The catalyst is P([O-])([O-])([O-])=O. The product is [N+:18]([C:6]1[CH:7]=[C:8]([C:11]([F:17])([F:16])[C:12]([F:15])([F:14])[F:13])[CH:9]=[CH:10][C:5]=1[CH:4]=[O:25])([O-:20])=[O:19]. The yield is 0.520. (9) The reactants are [CH3:1][O:2][C:3]1[CH:4]=[C:5]2[C:10](=[CH:11][CH:12]=1)[CH2:9][C:8](=O)[CH2:7][CH2:6]2.C([O-])(=O)C.[NH4+:18].C([BH3-])#[N:20].[Na+]. The catalyst is CO. The product is [NH4+:20].[OH-:2].[CH3:1][O:2][C:3]1[CH:4]=[C:5]2[C:10](=[CH:11][CH:12]=1)[CH2:9][CH:8]([NH2:18])[CH2:7][CH2:6]2. The yield is 0.100. (10) The reactants are C[O:2][C:3](=O)[C:4]1[CH:9]=[CH:8][C:7]([NH:10][CH2:11][C:12]2[CH:17]=[CH:16][C:15]([O:18][CH3:19])=[CH:14][CH:13]=2)=[N:6][C:5]=1[F:20].[H-].[Al+3].[Li+].[H-].[H-].[H-]. The catalyst is O1CCCC1. The product is [F:20][C:5]1[C:4]([CH2:3][OH:2])=[CH:9][CH:8]=[C:7]([NH:10][CH2:11][C:12]2[CH:17]=[CH:16][C:15]([O:18][CH3:19])=[CH:14][CH:13]=2)[N:6]=1. The yield is 1.00.